This data is from Peptide-MHC class I binding affinity with 185,985 pairs from IEDB/IMGT. The task is: Regression. Given a peptide amino acid sequence and an MHC pseudo amino acid sequence, predict their binding affinity value. This is MHC class I binding data. (1) The peptide sequence is VMLLVLCV. The MHC is H-2-Db with pseudo-sequence H-2-Db. The binding affinity (normalized) is 0. (2) The peptide sequence is QAQLNAWGC. The MHC is Mamu-A2601 with pseudo-sequence Mamu-A2601. The binding affinity (normalized) is 0. (3) The binding affinity (normalized) is 0.0847. The peptide sequence is IVRTNRNEL. The MHC is HLA-B27:05 with pseudo-sequence HLA-B27:05. (4) The peptide sequence is IVTRIVELL. The MHC is HLA-A02:03 with pseudo-sequence HLA-A02:03. The binding affinity (normalized) is 0.372.